Dataset: Blood-brain barrier permeability regression values from the B3DB database. Task: Regression/Classification. Given a drug SMILES string, predict its absorption, distribution, metabolism, or excretion properties. Task type varies by dataset: regression for continuous measurements (e.g., permeability, clearance, half-life) or binary classification for categorical outcomes (e.g., BBB penetration, CYP inhibition). For this dataset (b3db_regression), we predict Y. (1) The drug is CN1C(=O)CC(=O)N(C2=C1C=CC(=C2)Cl)C3=CC=CC=C3. The Y is 0.300 log(BB ratio). (2) The compound is C1CCNC(C1)C(C2=CC(=NC3=C2C=CC=C3C(F)(F)F)C(F)(F)F)O. The Y is 0.630 log(BB ratio). (3) The Y is 0.960 log(BB ratio). The compound is CCCCCCCCC=C. (4) The drug is CCCCCCCC1(C(=O)NC(=O)NC1=O)CC. The Y is 0.0200 log(BB ratio). (5) The molecule is C=CCC1=C(C(=CC=C1)/C=N\NC(=O)CN2CCN(CC2)CC3=CC=C(C=C3)S(=O)(=O)N)O. The Y is -1.67 log(BB ratio). (6) The drug is CC(C)(C)/[N+](=C\C1=CC=CC=C1)/[O-]. The Y is 0.0500 log(BB ratio). (7) The drug is C[C@](C1=CC=CC=C1)(C2=CC=CC=N2)OCCN(C)C. The Y is 0.640 log(BB ratio).